This data is from Catalyst prediction with 721,799 reactions and 888 catalyst types from USPTO. The task is: Predict which catalyst facilitates the given reaction. (1) Reactant: [NH2:1][CH:2]([CH:31]1[C:43]2[CH:42]=[CH:41][CH:40]=[CH:39][C:38]=2[C:37]2[C:32]1=[CH:33][CH:34]=[CH:35][CH:36]=2)[O:3][C:4]([CH:6]([CH2:9][CH2:10][CH2:11][CH2:12][C:13]([O:15][CH:16]([NH2:30])[CH:17]1[C:29]2[CH:28]=[CH:27][CH:26]=[CH:25][C:24]=2[C:23]2[C:18]1=[CH:19][CH:20]=[CH:21][CH:22]=2)=[O:14])[CH2:7][OH:8])=[O:5].CC(OI1(OC(C)=O)(OC(C)=O)OC(=O)C2C=CC=CC1=2)=O.CCOC(C)=O. Product: [NH2:1][CH:2]([CH:31]1[C:32]2[CH:33]=[CH:34][CH:35]=[CH:36][C:37]=2[C:38]2[C:43]1=[CH:42][CH:41]=[CH:40][CH:39]=2)[O:3][C:4]([CH:6]([CH2:9][CH2:10][CH2:11][CH2:12][C:13]([O:15][CH:16]([NH2:30])[CH:17]1[C:29]2[CH:28]=[CH:27][CH:26]=[CH:25][C:24]=2[C:23]2[C:18]1=[CH:19][CH:20]=[CH:21][CH:22]=2)=[O:14])[CH:7]=[O:8])=[O:5]. The catalyst class is: 2. (2) Reactant: C[O-].[Na+].[F:4][C:5]1[CH:10]=[C:9]([N+:11]([O-:13])=[O:12])[CH:8]=[C:7]([F:14])[C:6]=1[N:15]1[CH2:22][CH2:21][C:18]2([O:20][CH2:19]2)[CH2:17][CH2:16]1.[C:23](O)(=[O:25])C.O. The catalyst class is: 5. Product: [F:4][C:5]1[CH:10]=[C:9]([N+:11]([O-:13])=[O:12])[CH:8]=[C:7]([F:14])[C:6]=1[N:15]1[CH2:22][CH2:21][C:18]([CH2:19][O:25][CH3:23])([OH:20])[CH2:17][CH2:16]1. (3) Reactant: [Br:1][C:2]1[CH:3]=[N:4][N:5]([CH3:9])[C:6]=1[CH:7]=[O:8].[CH3:10][Mg+].[Br-].[NH4+].[Cl-]. Product: [Br:1][C:2]1[CH:3]=[N:4][N:5]([CH3:9])[C:6]=1[CH:7]([OH:8])[CH3:10]. The catalyst class is: 28. (4) Reactant: C(=O)([O-])[O-].[K+].[K+].Cl[C:8]1[C:17]2[C:12](=[C:13]([C:18]([F:21])([F:20])[F:19])[CH:14]=[CH:15][CH:16]=2)[N:11]=[CH:10][CH:9]=1.[CH3:22][O:23][C:24]([C:26]1[C:34]2[C:29](=[CH:30][CH:31]=[CH:32][CH:33]=2)[NH:28][CH:27]=1)=[O:25]. Product: [CH3:22][O:23][C:24]([C:26]1[C:34]2[C:29](=[CH:30][CH:31]=[CH:32][CH:33]=2)[N:28]([C:8]2[C:17]3[C:12](=[C:13]([C:18]([F:21])([F:20])[F:19])[CH:14]=[CH:15][CH:16]=3)[N:11]=[CH:10][CH:9]=2)[CH:27]=1)=[O:25]. The catalyst class is: 288. (5) Reactant: [C:1]([C:3]1[CH:12]=[C:11]2[C:6]([CH2:7][CH2:8][CH:9]([N:13]([CH2:21][CH:22]=O)[C:14](=[O:20])[O:15][C:16]([CH3:19])([CH3:18])[CH3:17])[CH2:10]2)=[CH:5][CH:4]=1)#[N:2].[NH2:24][CH2:25][C:26]([O:28][CH3:29])=[O:27].[BH-](OC(C)=O)(OC(C)=O)OC(C)=O.[Na+]. Product: [C:16]([O:15][C:14]([N:13]([CH:9]1[CH2:8][CH2:7][C:6]2[C:11](=[CH:12][C:3]([C:1]#[N:2])=[CH:4][CH:5]=2)[CH2:10]1)[CH2:21][CH2:22][NH:24][CH2:25][C:26]([O:28][CH3:29])=[O:27])=[O:20])([CH3:17])([CH3:18])[CH3:19]. The catalyst class is: 585. (6) Reactant: [C:1]([C:3]1[CH:4]=[C:5]([C:13]2[S:17][C:16]([C:18]3[CH:27]=[CH:26][CH:25]=[C:24]4[C:19]=3[CH2:20][CH2:21][CH2:22][C@@H:23]4[NH:28][S:29]([CH2:32][CH2:33][C:34]([O:36]CC)=O)(=[O:31])=[O:30])=[N:15][N:14]=2)[CH:6]=[CH:7][C:8]=1[O:9][CH:10]([CH3:12])[CH3:11])#[N:2].[CH3:39][NH2:40]. Product: [C:1]([C:3]1[CH:4]=[C:5]([C:13]2[S:17][C:16]([C:18]3[CH:27]=[CH:26][CH:25]=[C:24]4[C:19]=3[CH2:20][CH2:21][CH2:22][C@@H:23]4[NH:28][S:29]([CH2:32][CH2:33][C:34]([NH:40][CH3:39])=[O:36])(=[O:30])=[O:31])=[N:15][N:14]=2)[CH:6]=[CH:7][C:8]=1[O:9][CH:10]([CH3:12])[CH3:11])#[N:2]. The catalyst class is: 5.